Predict the reaction yield, written as a fraction of the theoretical maximum amount of product (1.0 means a 100% yield; for example, 0.34 means a 34% yield). From a dataset of Reaction yield outcomes from USPTO patents with 853,638 reactions. (1) The product is [Cl:39][C:33]1[CH:34]=[C:35]([Cl:38])[CH:36]=[CH:37][C:32]=1[N:30]1[C:18](=[O:19])[C:11]2[C@@H:12]3[C:15]([CH3:17])([CH3:16])[C@@:9]([CH3:8])([CH2:14][CH2:13]3)[C:10]=2[N:29]1[CH3:27]. The reactants are C(N(CC)CC)C.[CH3:8][C@:9]12[C:15]([CH3:17])([CH3:16])[C@H:12]([CH2:13][CH2:14]1)[CH:11]([C:18](Cl)=[O:19])[C:10]2=O.C(O[C:27]([NH:29][N:30]([C:32]1[CH:37]=[CH:36][C:35]([Cl:38])=[CH:34][C:33]=1[Cl:39])C)=O)(C)(C)C.Cl.O1CCOCC1. The catalyst is ClCCCl.ClCCl. The yield is 0.450. (2) The reactants are C([O:8][C:9]1[N:14]=[CH:13][N:12]=[C:11]([NH:15][C:16]([C:18]2[N:22]3[N:23]=[C:24](Cl)[CH:25]=[C:26]([NH:27][CH:28]4[CH2:30][CH2:29]4)[C:21]3=[N:20][CH:19]=2)=[O:17])[CH:10]=1)C1C=CC=CC=1.[C@H:32]1([NH2:39])[CH2:37][CH2:36][C@H:35]([NH2:38])[CH2:34][CH2:33]1. The catalyst is CO. The product is [NH2:38][C@H:35]1[CH2:36][CH2:37][C@H:32]([NH:39][C:24]2[CH:25]=[C:26]([NH:27][CH:28]3[CH2:29][CH2:30]3)[C:21]3[N:22]([C:18]([C:16]([NH:15][C:11]4[CH:10]=[C:9]([OH:8])[N:14]=[CH:13][N:12]=4)=[O:17])=[CH:19][N:20]=3)[N:23]=2)[CH2:33][CH2:34]1. The yield is 0.191.